This data is from Forward reaction prediction with 1.9M reactions from USPTO patents (1976-2016). The task is: Predict the product of the given reaction. (1) The product is: [C:36]([O:35][C:34](=[O:40])[N:33]([CH2:32][CH2:31][N:19]1[C:18](=[O:23])[C:17](=[CH:16][C:12]2[CH:11]=[C:10]3[C:15](=[CH:14][CH:13]=2)[N:7]([CH2:6][C:5]2[CH:24]=[CH:25][C:2]([Cl:1])=[CH:3][C:4]=2[C:26]([F:27])([F:29])[F:28])[N:8]=[CH:9]3)[S:21][C:20]1=[O:22])[CH3:41])([CH3:39])([CH3:38])[CH3:37]. Given the reactants [Cl:1][C:2]1[CH:25]=[CH:24][C:5]([CH2:6][N:7]2[C:15]3[C:10](=[CH:11][C:12](/[CH:16]=[C:17]4/[C:18](=[O:23])[NH:19][C:20](=[O:22])[S:21]/4)=[CH:13][CH:14]=3)[CH:9]=[N:8]2)=[C:4]([C:26]([F:29])([F:28])[F:27])[CH:3]=1.O[CH2:31][CH2:32][N:33]([CH3:41])[C:34](=[O:40])[O:35][C:36]([CH3:39])([CH3:38])[CH3:37], predict the reaction product. (2) The product is: [CH3:1][O:2][C:3]([C:5]1[S:6][C:7]([C:30]2[CH:31]=[N:32][CH:33]=[CH:34][CH:35]=2)=[CH:8][C:9]=1[O:10][CH:11]([C:13]1[CH:18]=[CH:17][CH:16]=[CH:15][C:14]=1[Cl:19])[CH3:12])=[O:4]. Given the reactants [CH3:1][O:2][C:3]([C:5]1[S:6][C:7](B2OC(C)(C)C(C)(C)O2)=[CH:8][C:9]=1[O:10][CH:11]([C:13]1[CH:18]=[CH:17][CH:16]=[CH:15][C:14]=1[Cl:19])[CH3:12])=[O:4].Br[C:30]1[CH:31]=[N:32][CH:33]=[CH:34][CH:35]=1.C([O-])([O-])=O.[K+].[K+], predict the reaction product. (3) Given the reactants [O:1]1[CH2:5][CH2:4][O:3][C:2]1([CH2:9][CH2:10][OH:11])[CH2:6][CH2:7][OH:8].C(N(CC)CC)C.[S:19](Cl)([CH3:22])(=[O:21])=[O:20], predict the reaction product. The product is: [CH3:22][S:19]([O:11][CH2:10][CH2:9][C:2]1([CH2:6][CH2:7][O:8][S:19]([CH3:22])(=[O:21])=[O:20])[O:3][CH2:4][CH2:5][O:1]1)(=[O:21])=[O:20]. (4) Given the reactants [Br-].[Cl:2][C:3]1[CH:8]=[CH:7][C:6]([C:9]([C:12]2[N:16]([C:17]3[CH:22]=[CH:21][C:20]([F:23])=[CH:19][CH:18]=3)[C:15]([S:24][CH2:25][C:26]3[C:31]([F:32])=[CH:30][C:29]([S:33]([N:36]([CH2:43][CH2:44][CH2:45][N+:46]45[CH2:53][CH2:52][N:49]([CH2:50][CH2:51]4)[CH2:48][CH2:47]5)[C@H:37]([CH3:42])[C:38]([O:40]C)=[O:39])(=[O:35])=[O:34])=[CH:28][C:27]=3[F:54])=[N:14][CH:13]=2)([CH3:11])[CH3:10])=[CH:5][C:4]=1[O:55][CH3:56].[Li+].[OH-], predict the reaction product. The product is: [Cl-:2].[C:38]([C@H:37]([N:36]([CH2:43][CH2:44][CH2:45][N+:46]12[CH2:47][CH2:48][N:49]([CH2:50][CH2:51]1)[CH2:52][CH2:53]2)[S:33]([C:29]1[CH:28]=[C:27]([F:54])[C:26]([CH2:25][S:24][C:15]2[N:16]([C:17]3[CH:18]=[CH:19][C:20]([F:23])=[CH:21][CH:22]=3)[C:12]([C:9]([C:6]3[CH:7]=[CH:8][C:3]([Cl:2])=[C:4]([O:55][CH3:56])[CH:5]=3)([CH3:10])[CH3:11])=[CH:13][N:14]=2)=[C:31]([F:32])[CH:30]=1)(=[O:34])=[O:35])[CH3:42])([OH:40])=[O:39]. (5) Given the reactants [CH2:1]([CH2:4][O:5]C)OC.[CH2:7]([Zn]CC)C.ICI.[C:15]([C:18]1[S:22]/[C:21](=[N:23]\[C:24]([C:26]23[CH2:33][CH:32]4[CH2:34][CH:28]([CH2:29][CH:30]2[CH2:31]4)[CH2:27]3)=[O:25])/[N:20]([CH2:35][CH2:36][O:37][CH3:38])[CH:19]=1)([CH3:17])=[CH2:16], predict the reaction product. The product is: [C:4]([O-:5])(=[O:25])[CH3:1].[NH4+:20].[CH3:38][O:37][CH2:36][CH2:35][N:20]1[CH:19]=[C:18]([C:15]2([CH3:7])[CH2:17][CH2:16]2)[S:22]/[C:21]/1=[N:23]\[C:24]([C:26]12[CH2:33][CH:32]3[CH2:34][CH:28]([CH2:29][CH:30]1[CH2:31]3)[CH2:27]2)=[O:25]. (6) Given the reactants [C:1]([O:5][C:6]([N:8]1[CH2:12][C@H:11]([CH3:13])[C@H:10]([NH:14][C:15]2[C:16]3[N:17]([CH:24]=[C:25]([C:27](O)=[O:28])[CH:26]=3)[N:18]=[CH:19][C:20]=2[C:21](=[O:23])[NH2:22])[CH2:9]1)=[O:7])([CH3:4])([CH3:3])[CH3:2].C(Cl)CCl.ON1C2C=CC=CC=2N=N1.O/[N:45]=[C:46](\[NH2:48])/[CH3:47], predict the reaction product. The product is: [C:21]([C:20]1[CH:19]=[N:18][N:17]2[CH:24]=[C:25]([C:27]3[O:28][N:48]=[C:46]([CH3:47])[N:45]=3)[CH:26]=[C:16]2[C:15]=1[NH:14][C@H:10]1[C@@H:11]([CH3:13])[CH2:12][N:8]([C:6]([O:5][C:1]([CH3:3])([CH3:4])[CH3:2])=[O:7])[CH2:9]1)(=[O:23])[NH2:22]. (7) Given the reactants [OH:1][C@H:2]1[CH2:6][NH:5][C@H:4]([C:7]([OH:9])=[O:8])[CH2:3]1.[ClH:10].[CH3:11][CH2:12]O, predict the reaction product. The product is: [ClH:10].[CH2:11]([O:8][C:7](=[O:9])[C@@H:4]1[CH2:3][C@@H:2]([OH:1])[CH2:6][NH:5]1)[CH3:12]. (8) Given the reactants [NH2:1][C:2]1[C:3]([Br:13])=[C:4]([CH:9]=[C:10]([F:12])[CH:11]=1)[C:5]([O:7][CH3:8])=[O:6].C([O-])([O-])=O.[K+].[K+].[F:20][C:21]([F:32])([F:31])[C:22](O[C:22](=[O:23])[C:21]([F:32])([F:31])[F:20])=[O:23], predict the reaction product. The product is: [Br:13][C:3]1[C:2]([NH:1][C:22](=[O:23])[C:21]([F:32])([F:31])[F:20])=[CH:11][C:10]([F:12])=[CH:9][C:4]=1[C:5]([O:7][CH3:8])=[O:6]. (9) The product is: [Cl:27][C:25]1[CH:26]=[C:21]([NH:20][C:9](=[O:11])[C:8]2[CH:7]=[CH:6][C:5]([S:2]([CH3:1])(=[O:3])=[O:4])=[CH:13][CH:12]=2)[C:22]([N:28]2[CH2:33][CH2:32][N:31]([C:34](=[O:43])[CH2:35][N:36]3[C:40]([CH3:41])=[CH:39][C:38]([CH3:42])=[N:37]3)[CH2:30][CH2:29]2)=[N:23][CH:24]=1. Given the reactants [CH3:1][S:2]([C:5]1[CH:13]=[CH:12][C:8]([C:9]([OH:11])=O)=[CH:7][CH:6]=1)(=[O:4])=[O:3].C(Cl)(=O)C(Cl)=O.[NH2:20][C:21]1[C:22]([N:28]2[CH2:33][CH2:32][N:31]([C:34](=[O:43])[CH2:35][N:36]3[C:40]([CH3:41])=[CH:39][C:38]([CH3:42])=[N:37]3)[CH2:30][CH2:29]2)=[N:23][CH:24]=[C:25]([Cl:27])[CH:26]=1.C(N(CC)C(C)C)(C)C, predict the reaction product. (10) Given the reactants [CH3:1][S-:2].[Na+].[N+:4]([C:7]1[CH:8]=[C:9]([CH:15]=[C:16]([N+]([O-])=O)[CH:17]=1)[C:10]([O:12][CH2:13][CH3:14])=[O:11])([O-:6])=[O:5], predict the reaction product. The product is: [CH3:1][S:2][C:16]1[CH:15]=[C:9]([CH:8]=[C:7]([N+:4]([O-:6])=[O:5])[CH:17]=1)[C:10]([O:12][CH2:13][CH3:14])=[O:11].